From a dataset of Reaction yield outcomes from USPTO patents with 853,638 reactions. Predict the reaction yield, written as a fraction of the theoretical maximum amount of product (1.0 means a 100% yield; for example, 0.34 means a 34% yield). (1) The reactants are O1CCCCC1O[C@H]1CC[C@H](CO)CC1.BrC1C=CC(O)=CC=1.[Br:24][C:25]1[CH:45]=[CH:44][C:28]([O:29][CH2:30][C@@H:31]2[CH2:36][CH2:35][C@H:34]([O:37][CH:38]3[CH2:43][CH2:42][CH2:41][CH2:40][O:39]3)[CH2:33][CH2:32]2)=[CH:27][CH:26]=1. No catalyst specified. The product is [Br:24][C:25]1[CH:26]=[CH:27][C:28]([O:29][CH2:30][C@H:31]2[CH2:32][CH2:33][C@H:34]([O:37][CH:38]3[CH2:43][CH2:42][CH2:41][CH2:40][O:39]3)[CH2:35][CH2:36]2)=[CH:44][CH:45]=1. The yield is 0.703. (2) The reactants are [H-].[Al+3].[Li+].[H-].[H-].[H-].C([CH2:10][C:11]1[CH:16]=[CH:15][C:14]([CH2:17][CH2:18][CH2:19][CH2:20][N:21]=[N+]=[N-])=[CH:13][CH:12]=1)(O)=O.[OH2:24].[OH-].[Na+]. The catalyst is C1COCC1. The product is [OH:24][CH2:10][C:11]1[CH:16]=[CH:15][C:14]([CH2:17][CH2:18][CH2:19][CH2:20][NH2:21])=[CH:13][CH:12]=1. The yield is 0.640. (3) The reactants are [CH:1](=[O:8])[C:2]1[CH:7]=[CH:6][CH:5]=[CH:4][CH:3]=1.[Li][CH2:10][CH2:11][CH2:12][CH3:13].[SiH:14](Cl)([CH2:17][CH3:18])[CH2:15][CH3:16]. The catalyst is CCOCC. The product is [CH2:10]([CH:1]1[O:8][Si:14]([CH2:17][CH3:18])([CH2:15][CH3:16])[C:3]2[CH:4]=[CH:5][CH:6]=[CH:7][C:2]1=2)[CH2:11][CH2:12][CH3:13]. The yield is 0.530. (4) The reactants are [C:1]1([CH:7]2[CH2:11][CH2:10][NH:9][C:8]2=[O:12])[CH:6]=[CH:5][CH:4]=[CH:3][CH:2]=1.[CH:13]1([CH2:16]Br)[CH2:15][CH2:14]1.CN(C)C=O.[H-].[Na+]. The catalyst is O. The product is [CH:13]1([CH2:16][N:9]2[CH2:10][CH2:11][CH:7]([C:1]3[CH:2]=[CH:3][CH:4]=[CH:5][CH:6]=3)[C:8]2=[O:12])[CH2:15][CH2:14]1. The yield is 0.300. (5) The reactants are [F:1][C:2]1[CH:10]=[CH:9][C:8]([F:11])=[C:7]2[C:3]=1[CH2:4][N:5](S(C1C=CC(C)=CC=1)(=O)=O)[CH2:6]2.C1(O)C=CC=CC=1.Br. The catalyst is O.C(O)(=O)CC. The product is [F:1][C:2]1[CH:10]=[CH:9][C:8]([F:11])=[C:7]2[C:3]=1[CH2:4][NH:5][CH2:6]2. The yield is 0.500. (6) The reactants are [CH3:1][CH2:2]/[CH:3]=[CH:4]\[CH2:5][CH2:6][CH:7]([CH2:14]S([O-])(=O)=O)[CH2:8][CH2:9]/[CH:10]=[CH:11]\[CH2:12][CH3:13].[C-]#[N:20].[Na+].O. The catalyst is CN(C)C=O. The product is [CH2:6]([CH:7]([CH2:8][CH2:9]/[CH:10]=[CH:11]\[CH2:12][CH3:13])[C:14]#[N:20])[CH2:5]/[CH:4]=[CH:3]\[CH2:2][CH3:1]. The yield is 0.690. (7) The reactants are [CH3:1][O:2][C:3]1[CH:10]=[C:9]([O:11][CH3:12])[CH:8]=[CH:7][C:4]=1[CH:5]=O.[CH3:13][NH2:14].[BH4-].[Na+].Cl. The catalyst is CO. The product is [CH3:1][O:2][C:3]1[CH:10]=[C:9]([O:11][CH3:12])[CH:8]=[CH:7][C:4]=1[CH2:5][NH:14][CH3:13]. The yield is 0.810. (8) The reactants are [NH:1]1[CH:5]=[CH:4][C:3]([NH2:6])=[N:2]1.[O:7]1[C:11]2([CH2:16][CH2:15][C:14](=O)[CH2:13][CH2:12]2)[O:10][CH2:9][CH2:8]1.[BH4-].[Na+].Cl. The catalyst is CO.[OH-].[Na+]. The product is [O:7]1[C:11]2([CH2:16][CH2:15][CH:14]([NH:6][C:3]3[NH:2][N:1]=[CH:5][CH:4]=3)[CH2:13][CH2:12]2)[O:10][CH2:9][CH2:8]1. The yield is 0.640. (9) The catalyst is C1C=CC=CC=1. The yield is 0.130. The reactants are [OH-].[Na+].[CH3:3][CH:4]([OH:6])[CH3:5].Br[CH2:8][C:9]([O:11][C:12]([CH3:15])([CH3:14])[CH3:13])=[O:10]. The product is [CH:4]([O:6][CH2:8][C:9]([O:11][C:12]([CH3:15])([CH3:14])[CH3:13])=[O:10])([CH3:5])[CH3:3]. (10) The reactants are [CH3:1][S:2]([NH:5][C:6]1[CH:21]=[CH:20][C:9]2[NH:10][C:11]([CH2:16][C:17](O)=[O:18])=[N:12][S:13](=[O:15])(=[O:14])[C:8]=2[CH:7]=1)(=[O:4])=[O:3].Cl.CN(C)[CH2:25][CH2:26][CH2:27][N:28]=C=NCC.CN1[CH2:40][CH2:39][O:38]CC1.[O-][CH2:42][CH3:43].[Na+].[CH2:45](O)C. The catalyst is CN(C)C=O. The product is [OH:38][C:39]1[C@H:40]2[C@H:27]([C@H:26]3[CH2:25][C@@H:43]2[CH2:42][CH2:45]3)[NH:28][C:17](=[O:18])[C:16]=1[C:11]1[NH:10][C:9]2[CH:20]=[CH:21][C:6]([NH:5][S:2]([CH3:1])(=[O:4])=[O:3])=[CH:7][C:8]=2[S:13](=[O:15])(=[O:14])[N:12]=1. The yield is 0.100.